This data is from Forward reaction prediction with 1.9M reactions from USPTO patents (1976-2016). The task is: Predict the product of the given reaction. (1) Given the reactants [CH3:1][C:2]([O:5][C:6]([NH:8][C@H:9]([C:18](O)=[O:19])[CH2:10][C:11]1[CH:16]=[CH:15][CH:14]=[C:13]([F:17])[CH:12]=1)=[O:7])([CH3:4])[CH3:3].B.C1COCC1, predict the reaction product. The product is: [F:17][C:13]1[CH:12]=[C:11]([CH2:10][C@H:9]([NH:8][C:6](=[O:7])[O:5][C:2]([CH3:3])([CH3:1])[CH3:4])[CH2:18][OH:19])[CH:16]=[CH:15][CH:14]=1. (2) Given the reactants [Li]CCCC.Br[C:7]1[CH:8]=[CH:9][CH:10]=[C:11]2[C:16]=1[N:15]=[C:14]([Cl:17])[CH:13]=[CH:12]2.[C:18](=[O:20])=[O:19], predict the reaction product. The product is: [Cl:17][C:14]1[CH:13]=[CH:12][C:11]2[C:16](=[C:7]([C:18]([OH:20])=[O:19])[CH:8]=[CH:9][CH:10]=2)[N:15]=1. (3) Given the reactants Br[C:2]1[CH:20]=[C:19]([C:21]([F:24])([F:23])[F:22])[C:5]2[NH:6][C:7]([C:9]3[O:10][C:11]([CH3:18])=[C:12]([C:14]([CH3:17])([CH3:16])[CH3:15])[N:13]=3)=[N:8][C:4]=2[CH:3]=1.[F:25][C:26]1[CH:31]=[CH:30][CH:29]=[CH:28][C:27]=1B(O)O.C([O-])([O-])=O.[Na+].[Na+], predict the reaction product. The product is: [C:14]([C:12]1[N:13]=[C:9]([C:7]2[NH:6][C:5]3[C:19]([C:21]([F:24])([F:22])[F:23])=[CH:20][C:2]([C:27]4[CH:28]=[CH:29][CH:30]=[CH:31][C:26]=4[F:25])=[CH:3][C:4]=3[N:8]=2)[O:10][C:11]=1[CH3:18])([CH3:17])([CH3:15])[CH3:16]. (4) Given the reactants [Cl:1][C:2]1[S:6][C:5]([C:7]([O:9][CH3:10])=[O:8])=[CH:4][C:3]=1[C:11]1[N:15]([CH3:16])[N:14]=[CH:13][CH:12]=1.O.[B-](F)(F)(F)[F:19].[B-](F)(F)(F)F.C1[N+]2(CCl)CC[N+](F)(CC2)C1, predict the reaction product. The product is: [Cl:1][C:2]1[S:6][C:5]([C:7]([O:9][CH3:10])=[O:8])=[CH:4][C:3]=1[C:11]1[N:15]([CH3:16])[N:14]=[CH:13][C:12]=1[F:19]. (5) Given the reactants [CH3:1][O:2][C:3](=[O:24])[C@@H:4]([NH:16][C:17]([O:19][C:20]([CH3:23])([CH3:22])[CH3:21])=[O:18])[CH2:5][C:6]1[CH:11]=[CH:10][C:9]([OH:12])=[C:8]([N+:13]([O-])=O)[CH:7]=1.C[O:26][C:27](=O)[C@@H:28]([C:30]1[CH:35]=[CH:34][C:33]([O:36][CH2:37][C:38]2[CH:43]=[CH:42][C:41]([Cl:44])=[C:40]([Cl:45])[CH:39]=2)=[CH:32][CH:31]=1)O.C1(P(C2C=CC=CC=2)C2C=CC=CC=2)C=CC=CC=1.CC(OC(/N=N/C(OC(C)C)=O)=O)C.C(=O)([O-])[O-].[Na+].[Na+], predict the reaction product. The product is: [CH3:1][O:2][C:3](=[O:24])[C@@H:4]([NH:16][C:17]([O:19][C:20]([CH3:23])([CH3:22])[CH3:21])=[O:18])[CH2:5][C:6]1[CH:11]=[CH:10][C:9]2[O:12][C@@H:28]([C:30]3[CH:31]=[CH:32][C:33]([O:36][CH2:37][C:38]4[CH:43]=[CH:42][C:41]([Cl:44])=[C:40]([Cl:45])[CH:39]=4)=[CH:34][CH:35]=3)[C:27](=[O:26])[NH:13][C:8]=2[CH:7]=1. (6) Given the reactants C(NC1CCC([CH2:11][NH:12][C:13](=[O:19])[O:14][C:15]([CH3:18])([CH3:17])[CH3:16])CC1)(C)C.[N:20]1([CH:29]=[O:30])[C:24]2[CH:25]=[CH:26][CH:27]=[CH:28][C:23]=2N=N1.[CH2:31]1[CH2:35]OC[CH2:32]1, predict the reaction product. The product is: [CH:31]([C:29]([NH:20][CH:24]1[CH2:25][CH2:26][CH:27]([CH2:11][NH:12][C:13](=[O:19])[O:14][C:15]([CH3:16])([CH3:17])[CH3:18])[CH2:28][CH2:23]1)=[O:30])([CH3:35])[CH3:32]. (7) Given the reactants C([O:5][P:6]([CH:13]([F:24])[C:14]1[CH:15]=[N:16][C:17]2[C:22]([CH:23]=1)=[CH:21][CH:20]=[CH:19][CH:18]=2)(=[O:12])[O:7]C(C)(C)C)(C)(C)C, predict the reaction product. The product is: [F:24][CH:13]([P:6](=[O:5])([OH:7])[OH:12])[C:14]1[CH:15]=[N:16][C:17]2[C:22]([CH:23]=1)=[CH:21][CH:20]=[CH:19][CH:18]=2.